The task is: Regression. Given a peptide amino acid sequence and an MHC pseudo amino acid sequence, predict their binding affinity value. This is MHC class I binding data.. This data is from Peptide-MHC class I binding affinity with 185,985 pairs from IEDB/IMGT. (1) The peptide sequence is EFKRRLKDL. The MHC is HLA-B15:09 with pseudo-sequence HLA-B15:09. The binding affinity (normalized) is 0.0847. (2) The peptide sequence is AHLLNGQPI. The MHC is H-2-Kb with pseudo-sequence H-2-Kb. The binding affinity (normalized) is 0.559. (3) The peptide sequence is EGGVGWRHW. The MHC is HLA-A24:02 with pseudo-sequence HLA-A24:02. The binding affinity (normalized) is 0. (4) The peptide sequence is DTVWEVQGYK. The MHC is HLA-A68:01 with pseudo-sequence HLA-A68:01. The binding affinity (normalized) is 1.00. (5) The peptide sequence is DFKEFASGR. The MHC is HLA-A33:01 with pseudo-sequence HLA-A33:01. The binding affinity (normalized) is 0.926.